From a dataset of Forward reaction prediction with 1.9M reactions from USPTO patents (1976-2016). Predict the product of the given reaction. The product is: [CH2:26]([O:28][C:29](=[O:49])[CH:30]([NH:42][C:43]([O:45][CH2:46][CH:47]=[CH2:48])=[O:44])[CH2:31][C:32]1[O:36][N:35]=[C:34]([CH:37]2[CH2:41][CH2:40][CH2:39][N:38]2[C:11](=[O:13])[CH2:10][C:7]2[CH:6]=[CH:5][C:4]([N+:1]([O-:3])=[O:2])=[CH:9][CH:8]=2)[CH:33]=1)[CH3:27]. Given the reactants [N+:1]([C:4]1[CH:9]=[CH:8][C:7]([CH2:10][C:11]([OH:13])=O)=[CH:6][CH:5]=1)([O-:3])=[O:2].O.OC1C2N=NNC=2C=CC=1.Cl.[CH2:26]([O:28][C:29](=[O:49])[CH:30]([NH:42][C:43]([O:45][CH2:46][CH:47]=[CH2:48])=[O:44])[CH2:31][C:32]1[O:36][N:35]=[C:34]([CH:37]2[CH2:41][CH2:40][CH2:39][NH:38]2)[CH:33]=1)[CH3:27].C(N(CC)CC)C, predict the reaction product.